From a dataset of Forward reaction prediction with 1.9M reactions from USPTO patents (1976-2016). Predict the product of the given reaction. (1) Given the reactants O=[C:2]1[CH2:6][CH2:5][N:4]([C:7]([O:9][C:10]([CH3:13])([CH3:12])[CH3:11])=[O:8])[CH2:3]1.[NH:14]1[C:22]2[C:17](=[N:18][CH:19]=[CH:20][CH:21]=2)[CH:16]=[CH:15]1.[K], predict the reaction product. The product is: [NH:14]1[C:22]2[C:17](=[N:18][CH:19]=[CH:20][CH:21]=2)[C:16]([C:2]2[CH2:6][CH2:5][N:4]([C:7]([O:9][C:10]([CH3:13])([CH3:12])[CH3:11])=[O:8])[CH:3]=2)=[CH:15]1. (2) Given the reactants [NH2:1][C:2]1[S:3][C:4]([CH2:7][C@H:8]2[C:11](=[O:12])[N:10]([Si:13]([C:16]([CH3:19])([CH3:18])[CH3:17])([CH3:15])[CH3:14])[C@@H:9]2[C:20]([O:22][CH2:23][C:24]2[CH:29]=[CH:28][CH:27]=[CH:26][CH:25]=2)=[O:21])=[CH:5][N:6]=1.[C:30]([O:34][C:35](O[C:35]([O:34][C:30]([CH3:33])([CH3:32])[CH3:31])=[O:36])=[O:36])([CH3:33])([CH3:32])[CH3:31], predict the reaction product. The product is: [C:30]([O:34][C:35]([NH:1][C:2]1[S:3][C:4]([CH2:7][C@H:8]2[C:11](=[O:12])[N:10]([Si:13]([C:16]([CH3:17])([CH3:19])[CH3:18])([CH3:14])[CH3:15])[C@@H:9]2[C:20]([O:22][CH2:23][C:24]2[CH:25]=[CH:26][CH:27]=[CH:28][CH:29]=2)=[O:21])=[CH:5][N:6]=1)=[O:36])([CH3:33])([CH3:32])[CH3:31]. (3) Given the reactants C(N[C:4]1[S:5][C@H:6]2[O:12][C@H:11]([CH2:13][OH:14])[C@@H:10]([OH:15])[C@H:9]([OH:16])[C@H:7]2[N:8]=1)C.[CH2:17]([N:19](C(C)C)C(C)C)[CH3:18].Cl[C:27]([O:29][CH3:30])=[O:28].CO.C(Cl)Cl, predict the reaction product. The product is: [CH3:30][O:29][C:27](=[O:28])[NH:19][CH2:17][CH2:18][C:4]1[S:5][C@H:6]2[O:12][C@H:11]([CH2:13][OH:14])[C@@H:10]([OH:15])[C@H:9]([OH:16])[C@H:7]2[N:8]=1. (4) Given the reactants Cl[C:2]1[N:6]([CH:7]2[CH2:12][CH2:11][N:10]([C:13]3([C:20]4[CH:25]=[CH:24][CH:23]=[CH:22][CH:21]=4)[CH2:19][CH2:18][CH2:17][CH2:16][CH2:15][CH2:14]3)[CH2:9][CH2:8]2)[C:5]2[CH:26]=[CH:27][CH:28]=[CH:29][C:4]=2[N:3]=1.[C:30]([O:34][C:35]([N:37]1[CH:42]2[CH2:43][CH2:44][CH:38]1[CH2:39][NH:40][CH2:41]2)=[O:36])([CH3:33])([CH3:32])[CH3:31], predict the reaction product. The product is: [C:20]1([C:13]2([N:10]3[CH2:11][CH2:12][CH:7]([N:6]4[C:5]5[CH:26]=[CH:27][CH:28]=[CH:29][C:4]=5[N:3]=[C:2]4[N:40]4[CH2:41][CH:42]5[N:37]([C:35]([O:34][C:30]([CH3:33])([CH3:32])[CH3:31])=[O:36])[CH:38]([CH2:44][CH2:43]5)[CH2:39]4)[CH2:8][CH2:9]3)[CH2:19][CH2:18][CH2:17][CH2:16][CH2:15][CH2:14]2)[CH:25]=[CH:24][CH:23]=[CH:22][CH:21]=1. (5) The product is: [CH:20]1([C@H:12]2[C@H:11]([CH3:23])[C@@H:10]([NH:24][C:25]3[CH:26]=[CH:27][CH:28]=[CH:29][CH:30]=3)[C:9]3[C:14](=[CH:15][CH:16]=[C:7]([C:38]4[CH:37]=[N:36][N:35]([CH2:33][CH3:34])[CH:39]=4)[N:8]=3)[N:13]2[C:17](=[O:19])[CH3:18])[CH2:22][CH2:21]1. Given the reactants FC(F)(F)S(O[C:7]1[CH:16]=[CH:15][C:14]2[N:13]([C:17](=[O:19])[CH3:18])[CH:12]([CH:20]3[CH2:22][CH2:21]3)[CH:11]([CH3:23])[CH:10]([NH:24][C:25]3[CH:30]=[CH:29][CH:28]=[CH:27][CH:26]=3)[C:9]=2[N:8]=1)(=O)=O.[CH2:33]([N:35]1[CH:39]=[C:38](B2OC(C)(C)C(C)(C)O2)[CH:37]=[N:36]1)[CH3:34].C(=O)([O-])[O-].[K+].[K+], predict the reaction product. (6) The product is: [C:1]([NH:4][C:5]1[CH:42]=[CH:41][N:8]([C@@H:9]2[O:40][C@H:14]([CH2:15][O:16][C:17]([C:34]3[CH:39]=[CH:38][CH:37]=[CH:36][CH:35]=3)([C:26]3[CH:31]=[CH:30][C:29]([O:32][CH3:33])=[CH:28][CH:27]=3)[C:18]3[CH:19]=[CH:20][C:21]([O:24][CH3:25])=[CH:22][CH:23]=3)[C@@H:12]([OH:13])[C@H:10]2[O:11][CH2:58][O:57][CH2:56][CH2:55][C:53]#[N:54])[C:7](=[O:43])[N:6]=1)(=[O:3])[CH3:2]. Given the reactants [C:1]([NH:4][C:5]1[CH:42]=[CH:41][N:8]([C@@H:9]2[O:40][C@H:14]([CH2:15][O:16][C:17]([C:34]3[CH:39]=[CH:38][CH:37]=[CH:36][CH:35]=3)([C:26]3[CH:31]=[CH:30][C:29]([O:32][CH3:33])=[CH:28][CH:27]=3)[C:18]3[CH:23]=[CH:22][C:21]([O:24][CH3:25])=[CH:20][CH:19]=3)[C@@H:12]([OH:13])[C@H:10]2[OH:11])[C:7](=[O:43])[N:6]=1)(=[O:3])[CH3:2].C(N(C(C)C)CC)(C)C.[C:53]([CH2:55][CH2:56][O:57][CH2:58]Cl)#[N:54].C(=O)(O)[O-].[Na+], predict the reaction product.